This data is from Forward reaction prediction with 1.9M reactions from USPTO patents (1976-2016). The task is: Predict the product of the given reaction. Given the reactants [CH2:1]([O:8][C:9]([NH:11][C@@H:12]1[CH2:17][CH2:16][N:15]([C:18]([O:20][C:21]([CH3:24])([CH3:23])[CH3:22])=[O:19])[CH2:14][C@H:13]1OS(C)(=O)=O)=[O:10])[C:2]1[CH:7]=[CH:6][CH:5]=[CH:4][CH:3]=1.[N-:30]=[N+:31]=[N-:32].[Na+], predict the reaction product. The product is: [N:30]([C@H:13]1[C@@H:12]([NH:11][C:9]([O:8][CH2:1][C:2]2[CH:7]=[CH:6][CH:5]=[CH:4][CH:3]=2)=[O:10])[CH2:17][CH2:16][N:15]([C:18]([O:20][C:21]([CH3:24])([CH3:23])[CH3:22])=[O:19])[CH2:14]1)=[N+:31]=[N-:32].